This data is from Forward reaction prediction with 1.9M reactions from USPTO patents (1976-2016). The task is: Predict the product of the given reaction. (1) Given the reactants [CH3:1][C:2]1[CH:7]=[C:6]([Br:8])[CH:5]=[C:4]([CH3:9])[C:3]=1I.CCCCCC.C([Li])CCC.FC(F)(F)S(O[Si:28]([CH3:31])([CH3:30])[CH3:29])(=O)=O, predict the reaction product. The product is: [CH3:1][C:2]1[CH:7]=[C:6]([Br:8])[CH:5]=[C:4]([CH3:9])[C:3]=1[Si:28]([CH3:31])([CH3:30])[CH3:29]. (2) Given the reactants C([O:3][C:4](=O)[CH2:5][NH:6][C:7]1[CH:12]=[CH:11][C:10]([F:13])=[CH:9][CH:8]=1)C.[NH2:15][NH2:16].CCCCCC, predict the reaction product. The product is: [F:13][C:10]1[CH:11]=[CH:12][C:7]([NH:6][CH2:5][C:4]([NH:15][NH2:16])=[O:3])=[CH:8][CH:9]=1.